Dataset: Reaction yield outcomes from USPTO patents with 853,638 reactions. Task: Predict the reaction yield, written as a fraction of the theoretical maximum amount of product (1.0 means a 100% yield; for example, 0.34 means a 34% yield). The catalyst is O. The reactants are C(#N)C.[C:4]([O:8][C:9]([N:11]([CH2:38][C:39]([O:41][C:42]([CH3:45])([CH3:44])[CH3:43])=[O:40])[C:12]1[CH:17]=[CH:16][CH:15]=[C:14]([CH:18]([CH2:29][C:30]2[CH:35]=[CH:34][C:33]([NH:36][CH3:37])=[CH:32][CH:31]=2)[NH:19][S:20]([C:23]2[CH:24]=[N:25][CH:26]=[CH:27][CH:28]=2)(=[O:22])=[O:21])[N:13]=1)=[O:10])([CH3:7])([CH3:6])[CH3:5].C(=O)([O-])[O-].[K+].[K+].[CH2:52](Br)[C:53]1[CH:58]=[CH:57][CH:56]=[CH:55][CH:54]=1. The yield is 0.680. The product is [CH2:52]([N:36]([CH3:37])[C:33]1[CH:32]=[CH:31][C:30]([CH2:29][CH:18]([NH:19][S:20]([C:23]2[CH:24]=[N:25][CH:26]=[CH:27][CH:28]=2)(=[O:22])=[O:21])[C:14]2[N:13]=[C:12]([N:11]([CH2:38][C:39]([O:41][C:42]([CH3:45])([CH3:44])[CH3:43])=[O:40])[C:9]([O:8][C:4]([CH3:7])([CH3:6])[CH3:5])=[O:10])[CH:17]=[CH:16][CH:15]=2)=[CH:35][CH:34]=1)[C:53]1[CH:58]=[CH:57][CH:56]=[CH:55][CH:54]=1.